Dataset: Reaction yield outcomes from USPTO patents with 853,638 reactions. Task: Predict the reaction yield, written as a fraction of the theoretical maximum amount of product (1.0 means a 100% yield; for example, 0.34 means a 34% yield). (1) The reactants are [Na].[O-]CC.[Na+].[C:6]([O:14]CC)(=O)[CH2:7][C:8]([O:10][CH2:11][CH3:12])=[O:9].[NH2:17][C:18]1[N:22]([C:23]2[CH:28]=[CH:27][CH:26]=[CH:25][CH:24]=2)[N:21]=[CH:20][C:19]=1[C:29]#[N:30]. The catalyst is C(O)C. The product is [CH2:11]([O:10][C:8]([C:7]1[C:6](=[O:14])[NH:17][C:18]2[N:22]([C:23]3[CH:28]=[CH:27][CH:26]=[CH:25][CH:24]=3)[N:21]=[CH:20][C:19]=2[C:29]=1[NH2:30])=[O:9])[CH3:12]. The yield is 0.400. (2) The reactants are [CH2:1]([O:8][C:9]([C@:11]12[CH2:37][CH2:36][C@@H](C(O)=O)[C@@H]1[C@@H:13]1[C@@:26]([CH3:29])([CH2:27][CH2:28]2)[C@@:25]2([CH3:30])[C@@H:16]([C@:17]3([CH3:34])[C@@H:22]([CH2:23][CH2:24]2)[C:21]([CH3:32])([CH3:31])[C@@H:20]([OH:33])[CH2:19][CH2:18]3)[CH2:15][CH2:14]1)=[O:10])[C:2]1[CH:7]=[CH:6][CH:5]=[CH:4][CH:3]=1.P([N:57]=[N+:58]=[N-:59])(=O)(OC1C=CC=CC=1)OC1C=CC=CC=1.C([N:62]([CH2:65]C)[CH2:63][CH3:64])C.[O:67]1CCOCC1. No catalyst specified. The product is [N:57]([C:65]([NH:62][C@H:63]1[C@@H:64]2[C@@H:13]3[C@@:26]([CH3:29])([CH2:27][CH2:28][C@@:11]2([C:9]([O:8][CH2:1][C:2]2[CH:7]=[CH:6][CH:5]=[CH:4][CH:3]=2)=[O:10])[CH2:37][CH2:36]1)[C@@:25]1([CH3:30])[C@@H:16]([C@:17]2([CH3:34])[C@@H:22]([CH2:23][CH2:24]1)[C:21]([CH3:32])([CH3:31])[C@@H:20]([OH:33])[CH2:19][CH2:18]2)[CH2:15][CH2:14]3)=[O:67])=[N+:58]=[N-:59]. The yield is 1.00. (3) The reactants are [CH:1]1([CH2:7][CH:8]([OH:18])[CH2:9][NH:10][C:11](=[O:17])[C:12]([O:14][CH2:15][CH3:16])=[O:13])[CH2:6][CH2:5][CH2:4][CH2:3][CH2:2]1.CC(OI1(OC(C)=O)(OC(C)=O)OC(=O)C2C=CC=CC1=2)=O. The catalyst is C(Cl)Cl.O. The product is [CH:1]1([CH2:7][C:8](=[O:18])[CH2:9][NH:10][C:11](=[O:17])[C:12]([O:14][CH2:15][CH3:16])=[O:13])[CH2:2][CH2:3][CH2:4][CH2:5][CH2:6]1. The yield is 0.820.